This data is from Forward reaction prediction with 1.9M reactions from USPTO patents (1976-2016). The task is: Predict the product of the given reaction. Given the reactants [Cl:1][C:2]1[CH:7]=[C:6](I)[CH:5]=[C:4]([C:9]([F:12])([F:11])[F:10])[N:3]=1.C([Mg]Cl)(C)C.C(OCC)C.[O:23]1[CH2:26][C:25](=[O:27])[CH2:24]1, predict the reaction product. The product is: [Cl:1][C:2]1[CH:7]=[C:6]([C:25]2([OH:27])[CH2:26][O:23][CH2:24]2)[CH:5]=[C:4]([C:9]([F:12])([F:11])[F:10])[N:3]=1.